From a dataset of Reaction yield outcomes from USPTO patents with 853,638 reactions. Predict the reaction yield, written as a fraction of the theoretical maximum amount of product (1.0 means a 100% yield; for example, 0.34 means a 34% yield). (1) The reactants are I[C:2]1[C:3]2[C:8]([C:9]([C:16]3[CH:21]=[CH:20][CH:19]=[CH:18][CH:17]=3)=[C:10]3[C:15]=1[CH:14]=[CH:13][CH:12]=[CH:11]3)=[CH:7][CH:6]=[CH:5][CH:4]=2.[Br:22][C:23]1[CH:28]=[CH:27][C:26](B(O)O)=[CH:25][CH:24]=1.C(=O)([O-])[O-].[K+].[K+]. The catalyst is C1C=CC([P]([Pd]([P](C2C=CC=CC=2)(C2C=CC=CC=2)C2C=CC=CC=2)([P](C2C=CC=CC=2)(C2C=CC=CC=2)C2C=CC=CC=2)[P](C2C=CC=CC=2)(C2C=CC=CC=2)C2C=CC=CC=2)(C2C=CC=CC=2)C2C=CC=CC=2)=CC=1.C1(C)C=CC=CC=1. The product is [C:16]1([C:9]2[C:10]3[C:15]([C:2]([C:26]4[CH:27]=[CH:28][C:23]([Br:22])=[CH:24][CH:25]=4)=[C:3]4[C:8]=2[CH:7]=[CH:6][CH:5]=[CH:4]4)=[CH:14][CH:13]=[CH:12][CH:11]=3)[CH:17]=[CH:18][CH:19]=[CH:20][CH:21]=1. The yield is 0.450. (2) The reactants are [CH:1]1([CH2:5][CH2:6][NH:7][C:8]([C:10]2[N:11]=[N:12][C:13](Cl)=[CH:14][CH:15]=2)=[O:9])[CH2:4][CH2:3][CH2:2]1.[NH:17]1[CH2:22][CH2:21][NH:20][CH2:19][CH2:18]1. The catalyst is C(#N)C. The product is [CH:1]1([CH2:5][CH2:6][NH:7][C:8]([C:10]2[N:11]=[N:12][C:13]([N:17]3[CH2:22][CH2:21][NH:20][CH2:19][CH2:18]3)=[CH:14][CH:15]=2)=[O:9])[CH2:4][CH2:3][CH2:2]1. The yield is 0.784. (3) The reactants are [OH:1][C:2]1[CH:9]=[CH:8][C:7]([OH:10])=[CH:6][C:3]=1[CH:4]=[O:5].C1C(=O)N([Cl:18])C(=O)C1.OS([O-])=O.[Na+]. The catalyst is CC#N. The product is [Cl:18][C:6]1[C:7]([OH:10])=[CH:8][CH:9]=[C:2]([OH:1])[C:3]=1[CH:4]=[O:5]. The yield is 0.205.